From a dataset of Peptide-MHC class II binding affinity with 134,281 pairs from IEDB. Regression. Given a peptide amino acid sequence and an MHC pseudo amino acid sequence, predict their binding affinity value. This is MHC class II binding data. (1) The peptide sequence is ALKESWGAIWRI. The MHC is DRB1_0301 with pseudo-sequence DRB1_0301. The binding affinity (normalized) is 0.0337. (2) The peptide sequence is EIKSTKPEASSGEPVVVHIT. The MHC is DRB3_0202 with pseudo-sequence DRB3_0202. The binding affinity (normalized) is 0. (3) The peptide sequence is ASRELERFALNPSLL. The binding affinity (normalized) is 0.471. The MHC is DRB1_0405 with pseudo-sequence DRB1_0405.